From a dataset of Catalyst prediction with 721,799 reactions and 888 catalyst types from USPTO. Predict which catalyst facilitates the given reaction. The catalyst class is: 2. Reactant: [Br:1][C:2]1[CH:3]=[CH:4][C-:5]([O:8][CH3:9])[NH:6][CH:7]=1.C1C=C(Cl)C=C(C(OO)=[O:18])C=1. Product: [Br:1][C:2]1[CH:3]=[CH:4][C:5]([O:8][CH3:9])=[N+:6]([O-:18])[CH:7]=1.